Dataset: Forward reaction prediction with 1.9M reactions from USPTO patents (1976-2016). Task: Predict the product of the given reaction. (1) Given the reactants C(OC([N:11]1[CH2:15][C@@H:14]([NH:16][C:17]([C:19]2[CH:28]=[CH:27][C:26]3[C:21](=[CH:22][CH:23]=[CH:24][CH:25]=3)[C:20]=2[OH:29])=[O:18])[CH2:13][C@H:12]1[C:30]1[O:31][CH:32]=[CH:33][N:34]=1)=O)C1C=CC=CC=1, predict the reaction product. The product is: [O:31]1[CH:32]=[CH:33][N:34]=[C:30]1[C@H:12]1[NH:11][CH2:15][C@@H:14]([NH:16][C:17]([C:19]2[CH:28]=[CH:27][C:26]3[C:21](=[CH:22][CH:23]=[CH:24][CH:25]=3)[C:20]=2[OH:29])=[O:18])[CH2:13]1. (2) Given the reactants [CH:1]1([C:4]2[C:5]([O:21][C@@H:22]([CH3:27])[C:23]([F:26])([F:25])[F:24])=[CH:6][C:7]([C:10]([NH:12][CH:13]([C:17]([CH3:20])([CH3:19])[CH3:18])[C:14]([OH:16])=O)=[O:11])=[N:8][CH:9]=2)[CH2:3][CH2:2]1.[NH:28]1[C:31]2([CH2:34][O:33][CH2:32]2)[CH2:30][CH2:29]1.C([O-])(=O)C([O-])=O, predict the reaction product. The product is: [CH:1]1([C:4]2[C:5]([O:21][C@@H:22]([CH3:27])[C:23]([F:24])([F:26])[F:25])=[CH:6][C:7]([C:10]([NH:12][CH:13]([C:17]([CH3:18])([CH3:20])[CH3:19])[C:14]([N:28]3[C:31]4([CH2:34][O:33][CH2:32]4)[CH2:30][CH2:29]3)=[O:16])=[O:11])=[N:8][CH:9]=2)[CH2:2][CH2:3]1.